From a dataset of Catalyst prediction with 721,799 reactions and 888 catalyst types from USPTO. Predict which catalyst facilitates the given reaction. (1) Reactant: [C:9](O[C:9]([O:11][C:12]([CH3:15])([CH3:14])[CH3:13])=[O:10])([O:11][C:12]([CH3:15])([CH3:14])[CH3:13])=[O:10].[CH3:16][O:17][C:18]1[CH:26]=[C:25]2[C:21]([CH:22]=[CH:23][NH:24]2)=[C:20]2[CH:27]([CH3:32])[NH:28][CH2:29][CH2:30][O:31][C:19]=12. Product: [CH3:16][O:17][C:18]1[CH:26]=[C:25]2[C:21]([CH:22]=[CH:23][NH:24]2)=[C:20]2[CH:27]([CH3:32])[N:28]([C:9]([O:11][C:12]([CH3:13])([CH3:14])[CH3:15])=[O:10])[CH2:29][CH2:30][O:31][C:19]=12. The catalyst class is: 2. (2) Reactant: CC1(C)[O:7][C:6](=[O:8])[CH2:5][C:4](=O)O1.[Br:11][C:12]1[CH:19]=[CH:18][C:15](C=O)=[CH:14][CH:13]=1.Cl. Product: [Br:11][C:12]1[CH:19]=[CH:18][C:15]([CH2:4][CH2:5][C:6]([OH:7])=[O:8])=[CH:14][CH:13]=1. The catalyst class is: 86.